This data is from Full USPTO retrosynthesis dataset with 1.9M reactions from patents (1976-2016). The task is: Predict the reactants needed to synthesize the given product. (1) Given the product [Cl:12][C:4]1[CH:5]=[C:6]([C:8]([F:11])([F:9])[F:10])[CH:7]=[C:2]([Cl:1])[C:3]=1[N:13]1[CH2:14][CH:15]([CH3:25])[CH2:16][NH:17][S:18]1(=[O:19])=[O:20], predict the reactants needed to synthesize it. The reactants are: [Cl:1][C:2]1[CH:7]=[C:6]([C:8]([F:11])([F:10])[F:9])[CH:5]=[C:4]([Cl:12])[C:3]=1[N:13]1[S:18](=[O:20])(=[O:19])[N:17](C(OC)=O)[CH2:16][CH:15]([CH3:25])[CH2:14]1.[OH-].[Na+]. (2) Given the product [CH3:1][O:2][CH:3]([O:16][CH3:17])[C:4]1[C:13]([CH2:14][N:19]2[CH2:20][CH2:21][O:22][CH2:23][C:24]2=[O:26])=[CH:12][C:11]2[CH2:10][CH2:9][CH2:8][NH:7][C:6]=2[N:5]=1, predict the reactants needed to synthesize it. The reactants are: [CH3:1][O:2][CH:3]([O:16][CH3:17])[C:4]1[C:13]([CH:14]=O)=[CH:12][C:11]2[CH2:10][CH2:9][CH2:8][NH:7][C:6]=2[N:5]=1.Cl.[NH2:19][CH2:20][CH2:21][O:22][CH2:23][C:24]([O:26]CC)=O.C(N(CC)CC)C.C(O[BH-](OC(=O)C)OC(=O)C)(=O)C.[Na+]. (3) Given the product [CH3:15][C:12]1[CH:11]=[CH:10][C:9]2[N:8]([CH:16]=[C:17]([C:19]3[CH:20]=[N:21][C:22]([CH3:25])=[CH:23][CH:24]=3)[CH3:18])[C:7]3[CH2:26][CH2:27][NH:4][CH2:5][C:6]=3[C:14]=2[CH:13]=1, predict the reactants needed to synthesize it. The reactants are: C([N:4]1[CH2:27][CH2:26][C:7]2[N:8]([CH:16]=[C:17]([C:19]3[CH:20]=[N:21][C:22]([CH3:25])=[CH:23][CH:24]=3)[CH3:18])[C:9]3[CH:10]=[CH:11][C:12]([CH3:15])=[CH:13][C:14]=3[C:6]=2[CH2:5]1)C=C. (4) Given the product [C:12]1([S:11][CH2:10][C@@H:9]([C:18]([O:20][CH3:21])=[O:19])[NH2:8])[CH:13]=[CH:14][CH:15]=[CH:16][CH:17]=1, predict the reactants needed to synthesize it. The reactants are: C(OC([NH:8][C@H:9]([C:18]([O:20][CH3:21])=[O:19])[CH2:10][S:11][C:12]1[CH:17]=[CH:16][CH:15]=[CH:14][CH:13]=1)=O)(C)(C)C.C([O-])([O-])=O.[Na+].[Na+]. (5) Given the product [CH3:1][O:2][C:3]1[CH:4]=[CH:5][C:6]([N+:14]([O-:16])=[O:15])=[C:7]2[C:12]=1[C:11](=[O:13])[CH2:10][CH2:9][CH2:8]2, predict the reactants needed to synthesize it. The reactants are: [CH3:1][O:2][C:3]1[CH:4]=[CH:5][CH:6]=[C:7]2[C:12]=1[C:11](=[O:13])[CH2:10][CH2:9][CH2:8]2.[N+:14]([O-])([OH:16])=[O:15].O. (6) Given the product [Cl:34][C:31]1[CH:32]=[CH:33][C:28]([N:24]2[CH2:25][CH2:26][CH2:27][NH:21][CH2:22][CH2:23]2)=[CH:29][C:30]=1[C:35]1[NH:12][C:5]2[CH:10]=[CH:9][CH:8]=[CH:7][C:6]=2[N:11]=1, predict the reactants needed to synthesize it. The reactants are: C[Al](C)C.[C:5]1([NH2:12])[C:6]([NH2:11])=[CH:7][CH:8]=[CH:9][CH:10]=1.C.C(OC([N:21]1[CH2:27][CH2:26][CH2:25][N:24]([C:28]2[CH:33]=[CH:32][C:31]([Cl:34])=[C:30]([C:35](OCC)=O)[CH:29]=2)[CH2:23][CH2:22]1)=O)(C)(C)C. (7) Given the product [C:1]([N:3]=[C:4]([N:44]1[CH2:45][CH2:46][CH2:47][C@@H:42]([C@:34]([OH:41])([C:30]2[CH:29]=[CH:28][CH:33]=[CH:32][CH:31]=2)[CH2:35][CH2:36][CH2:37][CH2:38][O:39][CH3:40])[CH2:43]1)[NH:6][C@@H:7]([CH2:20][CH:21]1[CH2:26][CH2:25][CH2:24][CH2:23][CH2:22]1)[CH2:8][N:9]([CH3:19])[C:10]([O:12][CH2:13][CH2:14][Si:15]([CH3:18])([CH3:17])[CH3:16])=[O:11])#[N:2], predict the reactants needed to synthesize it. The reactants are: [C:1]([NH:3][C:4]([NH:6][C@@H:7]([CH2:20][CH:21]1[CH2:26][CH2:25][CH2:24][CH2:23][CH2:22]1)[CH2:8][N:9]([CH3:19])[C:10]([O:12][CH2:13][CH2:14][Si:15]([CH3:18])([CH3:17])[CH3:16])=[O:11])=S)#[N:2].Cl[C:28]1[CH:29]=[C:30]([C@:34]([C@@H:42]2[CH2:47][CH2:46][CH2:45][NH:44][CH2:43]2)([OH:41])[CH2:35][CH2:36][CH2:37][CH2:38][O:39][CH3:40])[CH:31]=[CH:32][CH:33]=1.C(Cl)CCl.